The task is: Predict the reactants needed to synthesize the given product.. This data is from Full USPTO retrosynthesis dataset with 1.9M reactions from patents (1976-2016). (1) Given the product [CH:10]1([S:9][C:5]2[N:4]=[C:3]([CH2:2][O:31][C:27]3[C:26]([F:32])=[CH:25][C:24]([CH2:23][CH:21]4[CH2:22][CH:20]4[C:18]([OH:19])=[O:17])=[CH:29][C:28]=3[F:30])[CH:8]=[CH:7][CH:6]=2)[CH2:14][CH2:13][CH2:12][CH2:11]1, predict the reactants needed to synthesize it. The reactants are: Cl[CH2:2][C:3]1[CH:8]=[CH:7][CH:6]=[C:5]([S:9][CH:10]2[CH2:14][CH2:13][CH2:12][CH2:11]2)[N:4]=1.C([O:17][C:18]([CH:20]1[CH2:22][CH:21]1[CH2:23][C:24]1[CH:29]=[C:28]([F:30])[C:27]([OH:31])=[C:26]([F:32])[CH:25]=1)=[O:19])C. (2) Given the product [CH3:1][C:2]1([CH3:35])[CH2:11][CH2:10][C:9]([CH3:12])([CH3:13])[C:8]2[CH:7]=[C:6]([C:14]3[N:19]=[C:18]([N:20]4[CH2:21][CH2:22][CH:23]([NH:26][CH2:27][C@@H:29]5[C@@H:33]([OH:34])[CH2:32][CH2:31][NH:30]5)[CH2:24][CH2:25]4)[CH:17]=[CH:16][CH:15]=3)[CH:5]=[CH:4][C:3]1=2, predict the reactants needed to synthesize it. The reactants are: [CH3:1][C:2]1([CH3:35])[CH2:11][CH2:10][C:9]([CH3:13])([CH3:12])[C:8]2[CH:7]=[C:6]([C:14]3[N:19]=[C:18]([N:20]4[CH2:25][CH2:24][CH:23]([NH:26][C:27]([C@@H:29]5[C@@H:33]([OH:34])[CH2:32][CH2:31][NH:30]5)=O)[CH2:22][CH2:21]4)[CH:17]=[CH:16][CH:15]=3)[CH:5]=[CH:4][C:3]1=2.CSC.B.B.CO. (3) Given the product [C:15]([C:9]1[CH:8]=[CH:7][C:6]2[C:11](=[CH:12][CH:13]=[CH:14][C:5]=2[O:4][CH2:3][CH2:2][N:26]2[CH2:27][CH2:28][C:23](=[CH:22][C:21]3[CH:20]=[C:19]([Br:18])[CH:31]=[CH:30][CH:29]=3)[CH2:24][CH2:25]2)[N:10]=1)#[N:16], predict the reactants needed to synthesize it. The reactants are: Br[CH2:2][CH2:3][O:4][C:5]1[CH:14]=[CH:13][CH:12]=[C:11]2[C:6]=1[CH:7]=[CH:8][C:9]([C:15]#[N:16])=[N:10]2.Cl.[Br:18][C:19]1[CH:20]=[C:21]([CH:29]=[CH:30][CH:31]=1)[CH:22]=[C:23]1[CH2:28][CH2:27][NH:26][CH2:25][CH2:24]1.C(=O)([O-])[O-].[K+].[K+].[I-].[Na+]. (4) Given the product [C:28]([C:32]1[C:33]([C:43]([N:6]2[C@@H:7]([C:16]3[S:17][CH:18]=[CH:19][N:20]=3)[C@@H:8]([C:10]3[N:14]=[C:13]([CH3:15])[S:12][N:11]=3)[CH2:9][C@@:5]2([CH2:1][CH:2]([CH3:4])[CH3:3])[C:21]([OH:23])=[O:22])=[O:44])=[CH:34][CH:35]=[CH:39][CH:40]=1)([CH3:29])([CH3:30])[CH3:31], predict the reactants needed to synthesize it. The reactants are: [CH2:1]([C@@:5]1([C:21]([O:23]C(C)(C)C)=[O:22])[CH2:9][C@H:8]([C:10]2[N:14]=[C:13]([CH3:15])[S:12][N:11]=2)[C@H:7]([C:16]2[S:17][CH:18]=[CH:19][N:20]=2)[NH:6]1)[CH:2]([CH3:4])[CH3:3].[C:28]([C:32]1[CH:40]=[CH:39][C:35](C(Cl)=O)=[CH:34][CH:33]=1)([CH3:31])([CH3:30])[CH3:29].FC(F)(F)[C:43](O)=[O:44]. (5) Given the product [C:29]([NH:28][CH2:27][C:26]1[CH:25]=[CH:24][C:23]([C:2]2[CH:3]=[N:4][CH:5]=[C:6]3[C:11]=2[N:10]=[C:9]([C:12]([NH2:14])=[O:13])[CH:8]=[CH:7]3)=[CH:38][CH:37]=1)(=[O:36])[CH2:30][CH2:31][CH2:32][CH2:33][CH2:34][CH3:35], predict the reactants needed to synthesize it. The reactants are: Br[C:2]1[CH:3]=[N:4][CH:5]=[C:6]2[C:11]=1[N:10]=[C:9]([C:12]([NH2:14])=[O:13])[CH:8]=[CH:7]2.CC1(C)C(C)(C)OB([C:23]2[CH:38]=[CH:37][C:26]([CH2:27][NH:28][C:29](=[O:36])[CH2:30][CH2:31][CH2:32][CH2:33][CH2:34][CH3:35])=[CH:25][CH:24]=2)O1. (6) Given the product [F:35][CH:25]([F:24])[O:26][C:27]1[N:28]=[CH:29][C:30](/[CH:31]=[CH:3]/[C:2](=[O:1])[CH2:10][CH2:11][CH2:12][CH2:13][C:14]2[CH:23]=[CH:22][C:21]3[CH2:20][CH2:19][CH2:18][NH:17][C:16]=3[N:15]=2)=[CH:33][CH:34]=1, predict the reactants needed to synthesize it. The reactants are: [O:1]=[C:2]([CH2:10][CH2:11][CH2:12][CH2:13][C:14]1[CH:23]=[CH:22][C:21]2[CH2:20][CH2:19][CH2:18][NH:17][C:16]=2[N:15]=1)[CH2:3]P(=O)(OC)OC.[F:24][CH:25]([F:35])[O:26][C:27]1[CH:34]=[CH:33][C:30]([CH:31]=O)=[CH:29][N:28]=1.[Li+].[Cl-].C1CCN2C(=NCCC2)CC1. (7) Given the product [Cl:27][C:7]1[N:6]=[C:5]2[O:11][C:12]([C:13]3[CH:18]=[CH:17][CH:16]=[CH:15][CH:14]=3)=[C:2]([I:1])[C:3](=[O:19])[C:4]2=[CH:9][CH:8]=1, predict the reactants needed to synthesize it. The reactants are: [I:1][C:2]1[C:3](=[O:19])[C:4]2[CH:9]=[CH:8][C:7](=O)[NH:6][C:5]=2[O:11][C:12]=1[C:13]1[CH:18]=[CH:17][CH:16]=[CH:15][CH:14]=1.CN(C=O)C.S(Cl)([Cl:27])=O. (8) Given the product [Cl:1][C:2]1[CH:3]=[C:4]([S:9]([N:12]2[CH2:20][CH:19]3[CH:14]([CH2:15][CH2:16][CH2:17][CH2:18]3)[CH:13]2[C:21]([Cl:26])=[O:22])(=[O:10])=[O:11])[CH:5]=[C:6]([Cl:8])[CH:7]=1, predict the reactants needed to synthesize it. The reactants are: [Cl:1][C:2]1[CH:3]=[C:4]([S:9]([N:12]2[CH2:20][CH:19]3[CH:14]([CH2:15][CH2:16][CH2:17][CH2:18]3)[CH:13]2[C:21](O)=[O:22])(=[O:11])=[O:10])[CH:5]=[C:6]([Cl:8])[CH:7]=1.O=S(Cl)[Cl:26].